This data is from Catalyst prediction with 721,799 reactions and 888 catalyst types from USPTO. The task is: Predict which catalyst facilitates the given reaction. (1) Reactant: [C:1]([NH:16][CH2:17][C:18]([NH:20][CH2:21][C:22]([OH:24])=[O:23])=[O:19])(=[O:15])[CH2:2][CH2:3][CH2:4][CH2:5][CH2:6][CH2:7][CH2:8][CH2:9][CH2:10][CH2:11][CH2:12][CH2:13][CH3:14]. Product: [OH2:15].[C:1]([NH:16][CH2:17][C:18]([NH:20][CH2:21][C:22]([OH:24])=[O:23])=[O:19])(=[O:15])[CH2:2][CH2:3][CH2:4][CH2:5][CH2:6][CH2:7][CH2:8][CH2:9][CH2:10][CH2:11][CH2:12][CH2:13][CH3:14]. The catalyst class is: 5. (2) Product: [C:1]1([S:2][C:5]2[N:6]=[C:7]([NH:26][C:27]3[CH:32]=[CH:31][C:30]([C:33]([F:36])([F:35])[F:34])=[CH:29][CH:28]=3)[C:8]3[CH2:14][CH2:13][N:12]([C:15]4[C:20]([C:21]([F:24])([F:23])[F:22])=[CH:19][CH:18]=[CH:17][N:16]=4)[CH2:11][CH2:10][C:9]=3[N:25]=2)[CH:41]=[CH:42][CH:37]=[CH:38][CH:39]=1. The catalyst class is: 3. Reactant: [CH3:1][S:2]([C:5]1[N:6]=[C:7]([NH:26][C:27]2[CH:32]=[CH:31][C:30]([C:33]([F:36])([F:35])[F:34])=[CH:29][CH:28]=2)[C:8]2[CH2:14][CH2:13][N:12]([C:15]3[C:20]([C:21]([F:24])([F:23])[F:22])=[CH:19][CH:18]=[CH:17][N:16]=3)[CH2:11][CH2:10][C:9]=2[N:25]=1)(=O)=O.[C:37]1(S)[CH:42]=[CH:41]C=[CH:39][CH:38]=1.O.C1(C)C=CC(S(O)(=O)=O)=CC=1. (3) Reactant: [CH3:1][O:2][C:3]1[CH:4]=[C:5]([CH:9]=[CH:10][C:11]=1[O:12][CH3:13])[C:6]([OH:8])=O.Cl.C(N=C=N[CH2:20][CH2:21][CH2:22][N:23]([CH3:25])C)C.C(N([CH2:31][CH3:32])CC)C.ON1[C:38]2[CH:39]=[CH:40][CH:41]=[CH:42][C:37]=2N=N1.[C:43]([O:47][C:48]([N:50]1[CH2:54][CH2:53][CH2:52][CH2:51]1)=[O:49])([CH3:46])([CH3:45])[CH3:44].C(=O)(O)[O-].[Na+]. Product: [C:43]([O:47][C:48]([N:50]1[CH2:54][CH2:53][CH2:52][C@H:51]1[CH2:25][N:23]([C:6](=[O:8])[C:5]1[CH:9]=[CH:10][C:11]([O:12][CH3:13])=[C:3]([O:2][CH3:1])[CH:4]=1)[CH2:22][C:21]1[CH:20]=[CH:32][C:31]2[C:42](=[CH:37][CH:38]=[CH:39][CH:40]=2)[CH:41]=1)=[O:49])([CH3:46])([CH3:44])[CH3:45]. The catalyst class is: 7. (4) Reactant: [Cl:1][C:2]1[CH:7]=[CH:6][CH:5]=[CH:4][C:3]=1[C:8]1[N:13]=[N:12][C:11]([NH:14][NH:15][C:16](=O)[CH2:17][CH:18]2[CH2:23][CH2:22][CH2:21][CH2:20][CH2:19]2)=[CH:10][C:9]=1[C:25]1[CH:30]=[CH:29][C:28]([Cl:31])=[CH:27][CH:26]=1.C(N(C(C)C)CC)(C)C.[Cl-].[Cl-].C1(P(C2C=CC=CC=2)C2C=CC=CC=2)C=CC=CC=1. Product: [Cl:1][C:2]1[CH:7]=[CH:6][CH:5]=[CH:4][C:3]=1[C:8]1[C:9]([C:25]2[CH:30]=[CH:29][C:28]([Cl:31])=[CH:27][CH:26]=2)=[CH:10][C:11]2[N:12]([C:16]([CH2:17][CH:18]3[CH2:23][CH2:22][CH2:21][CH2:20][CH2:19]3)=[N:15][N:14]=2)[N:13]=1. The catalyst class is: 49. (5) Reactant: [CH2:1]([O:8][C:9]([N:11]1[CH2:16][CH2:15][CH:14]([C:17](=[O:22])N(OC)C)[CH2:13][CH2:12]1)=[O:10])[C:2]1[CH:7]=[CH:6][CH:5]=[CH:4][CH:3]=1.[CH3:23][Mg]Br. Product: [CH2:1]([O:8][C:9]([N:11]1[CH2:12][CH2:13][CH:14]([C:17](=[O:22])[CH3:23])[CH2:15][CH2:16]1)=[O:10])[C:2]1[CH:3]=[CH:4][CH:5]=[CH:6][CH:7]=1. The catalyst class is: 116. (6) Reactant: Cl.[S:2]1[CH2:6][CH2:5][NH:4][CH:3]1[C:7]([O:9][CH3:10])=[O:8].[N+:11]([C:14]1[CH:22]=[CH:21][C:17]([C:18](Cl)=[O:19])=[CH:16][CH:15]=1)([O-:13])=[O:12]. Product: [N+:11]([C:14]1[CH:15]=[CH:16][C:17]([C:18]([N:4]2[CH2:5][CH2:6][S:2][CH:3]2[C:7]([O:9][CH3:10])=[O:8])=[O:19])=[CH:21][CH:22]=1)([O-:13])=[O:12]. The catalyst class is: 64. (7) Reactant: O.NN.[Si:4]([O:11][C:12]1[CH:30]=[CH:29][C:15]([CH2:16][O:17][N:18]2C(=O)C3=CC=CC=C3C2=O)=[CH:14][CH:13]=1)([C:7]([CH3:10])([CH3:9])[CH3:8])([CH3:6])[CH3:5].O1CCCC1.C(=O)([O-])[O-].[K+].[K+]. Product: [Si:4]([O:11][C:12]1[CH:13]=[CH:14][C:15]([CH2:16][O:17][NH2:18])=[CH:29][CH:30]=1)([C:7]([CH3:10])([CH3:9])[CH3:8])([CH3:6])[CH3:5]. The catalyst class is: 8. (8) Reactant: [Br:1][C:2]1[CH:7]=[CH:6][C:5]([NH:8][C:9]2[C:10]([C:17]([OH:19])=O)=[CH:11][N:12]([CH3:16])[C:13](=[O:15])[CH:14]=2)=[C:4]([F:20])[CH:3]=1.CCN=C=NCCCN(C)C.Cl.C1C=CC2N(O)N=NC=2C=1.[CH:43]1([CH2:46][O:47][NH2:48])[CH2:45][CH2:44]1.CCN(CC)CC. Product: [CH:43]1([CH2:46][O:47][NH:48][C:17]([C:10]2[C:9]([NH:8][C:5]3[CH:6]=[CH:7][C:2]([Br:1])=[CH:3][C:4]=3[F:20])=[CH:14][C:13](=[O:15])[N:12]([CH3:16])[CH:11]=2)=[O:19])[CH2:45][CH2:44]1. The catalyst class is: 31. (9) Reactant: [CH2:1]([C:4]([C:6]1[S:10][C:9]([NH2:11])=[N:8][C:7]=1[C:12]1[O:13][CH:14]=[CH:15][CH:16]=1)=[O:5])[CH2:2][CH3:3].[CH:17]1([C:20](Cl)=[O:21])[CH2:19][CH2:18]1.C(=O)([O-])O.[Na+]. Product: [C:4]([C:6]1[S:10][C:9]([NH:11][C:20]([CH:17]2[CH2:19][CH2:18]2)=[O:21])=[N:8][C:7]=1[C:12]1[O:13][CH:14]=[CH:15][CH:16]=1)(=[O:5])[CH2:1][CH2:2][CH3:3]. The catalyst class is: 17. (10) Reactant: [Cl:1][C:2]1[CH:7]=[CH:6][C:5]([C:8]2([OH:40])[CH2:13][CH2:12][N:11]([CH2:14][CH2:15][CH:16]=[C:17]3[C:27]4[C:22](=[N:23][CH:24]=[CH:25][CH:26]=4)[O:21][C:20]4[CH:28]=[CH:29][CH:30]=[C:31](OS(C(F)(F)F)(=O)=O)[C:19]=4[CH2:18]3)[CH2:10][CH2:9]2)=[CH:4][CH:3]=1.C1(P(C2C=CC=CC=2)CCCP(C2C=CC=CC=2)C2C=CC=CC=2)C=CC=CC=1.C(N(CC)CC)C.[CH2:77]([OH:79])[CH3:78].CN([CH:83]=[O:84])C. Product: [Cl:1][C:2]1[CH:7]=[CH:6][C:5]([C:8]2([OH:40])[CH2:13][CH2:12][N:11]([CH2:14][CH2:15][CH:16]=[C:17]3[C:27]4[C:22](=[N:23][CH:24]=[CH:25][CH:26]=4)[O:21][C:20]4[CH:28]=[CH:29][CH:30]=[C:31]([C:83]([O:79][CH2:77][CH3:78])=[O:84])[C:19]=4[CH2:18]3)[CH2:10][CH2:9]2)=[CH:4][CH:3]=1. The catalyst class is: 167.